This data is from Peptide-MHC class I binding affinity with 185,985 pairs from IEDB/IMGT. The task is: Regression. Given a peptide amino acid sequence and an MHC pseudo amino acid sequence, predict their binding affinity value. This is MHC class I binding data. The peptide sequence is RNNDPTLPY. The MHC is HLA-B57:01 with pseudo-sequence HLA-B57:01. The binding affinity (normalized) is 0.0847.